Dataset: Forward reaction prediction with 1.9M reactions from USPTO patents (1976-2016). Task: Predict the product of the given reaction. (1) Given the reactants [NH2:1][C:2]1[C:3]2[C:10](I)=[CH:9][N:8]([C@@H:12]3[CH2:15][C@H:14]([C:16]([NH2:18])=[O:17])[CH2:13]3)[C:4]=2[N:5]=[CH:6][N:7]=1.[C:19]1([C:25]2[CH:34]=[CH:33][C:32]3[C:27](=[CH:28][C:29](B4OC(C)(C)C(C)(C)C4)=[CH:30][CH:31]=3)[N:26]=2)[CH:24]=[CH:23][CH:22]=[CH:21][CH:20]=1.C([O-])([O-])=O.[Na+].[Na+].CN(C=O)C, predict the reaction product. The product is: [NH2:1][C:2]1[C:3]2[C:10]([C:29]3[CH:28]=[C:27]4[C:32]([CH:33]=[CH:34][C:25]([C:19]5[CH:24]=[CH:23][CH:22]=[CH:21][CH:20]=5)=[N:26]4)=[CH:31][CH:30]=3)=[CH:9][N:8]([C@@H:12]3[CH2:15][C@H:14]([C:16]([NH2:18])=[O:17])[CH2:13]3)[C:4]=2[N:5]=[CH:6][N:7]=1. (2) The product is: [Si:1]([O:18][CH2:19][CH2:20][CH2:21][CH:22]([NH2:25])[CH2:23][CH3:24])([C:14]([CH3:16])([CH3:17])[CH3:15])([C:8]1[CH:9]=[CH:10][CH:11]=[CH:12][CH:13]=1)[C:2]1[CH:3]=[CH:4][CH:5]=[CH:6][CH:7]=1. Given the reactants [Si:1]([O:18][CH2:19][CH2:20][CH2:21][CH:22]([N:25]1C(=O)C2C(=CC=CC=2)C1=O)[CH2:23][CH3:24])([C:14]([CH3:17])([CH3:16])[CH3:15])([C:8]1[CH:13]=[CH:12][CH:11]=[CH:10][CH:9]=1)[C:2]1[CH:7]=[CH:6][CH:5]=[CH:4][CH:3]=1, predict the reaction product. (3) Given the reactants [NH2:1][CH2:2][C@H:3]1[CH2:8][CH2:7][C@H:6]([CH2:9][NH:10][C:11](=[O:17])[O:12][C:13]([CH3:16])([CH3:15])[CH3:14])[CH2:5][CH2:4]1.CCN(C(C)C)C(C)C.[C:27]1([C:37](Cl)=[O:38])[C:36]2[C:31](=[CH:32][CH:33]=[CH:34][CH:35]=2)[CH:30]=[CH:29][CH:28]=1, predict the reaction product. The product is: [C:27]1([C:37]([NH:1][CH2:2][C@H:3]2[CH2:4][CH2:5][C@H:6]([CH2:9][NH:10][C:11](=[O:17])[O:12][C:13]([CH3:14])([CH3:16])[CH3:15])[CH2:7][CH2:8]2)=[O:38])[C:36]2[C:31](=[CH:32][CH:33]=[CH:34][CH:35]=2)[CH:30]=[CH:29][CH:28]=1. (4) The product is: [NH2:8][C:5]1[CH:6]=[CH:7][C:2]([Cl:1])=[C:3]([C:11]2[CH:12]=[C:13]([CH:18]=[CH:19][N:20]=2)[C:14]([O:16][CH3:17])=[O:15])[CH:4]=1. Given the reactants [Cl:1][C:2]1[CH:7]=[CH:6][C:5]([N+:8]([O-])=O)=[CH:4][C:3]=1[C:11]1[CH:12]=[C:13]([CH:18]=[CH:19][N:20]=1)[C:14]([O:16][CH3:17])=[O:15].[Sn](Cl)Cl.Cl, predict the reaction product. (5) Given the reactants [F:1][C:2]1[CH:3]=[C:4]([C@@H:9]([C@@H:11]2[C@@H:18]3[C@@H:14]([O:15][C:16]([CH3:20])([CH3:19])[O:17]3)[C@H:13]([N:21]3[C:25]4[N:26]=[CH:27][N:28]=[C:29]([CH3:30])[C:24]=4[CH:23]=[CH:22]3)[O:12]2)O)[CH:5]=[CH:6][C:7]=1[F:8].[C:31]1(=[O:41])[NH:35][C:34](=[O:36])[C:33]2=[CH:37][CH:38]=[CH:39][CH:40]=[C:32]12.C1(P(C2C=CC=CC=2)C2C=CC=CC=2)C=CC=CC=1.CC(OC(/N=N/C(OC(C)C)=O)=O)C, predict the reaction product. The product is: [F:1][C:2]1[CH:3]=[C:4]([C@H:9]([C@@H:11]2[C@@H:18]3[C@@H:14]([O:15][C:16]([CH3:19])([CH3:20])[O:17]3)[C@H:13]([N:21]3[C:25]4[N:26]=[CH:27][N:28]=[C:29]([CH3:30])[C:24]=4[CH:23]=[CH:22]3)[O:12]2)[N:35]2[C:31](=[O:41])[C:32]3[C:33](=[CH:37][CH:38]=[CH:39][CH:40]=3)[C:34]2=[O:36])[CH:5]=[CH:6][C:7]=1[F:8]. (6) Given the reactants Br[C:2]1[C:3]2[S:20][C:19]3[CH:21]=[CH:22][C:23]([Cl:25])=[CH:24][C:18]=3[C:4]=2[C:5]([NH:8][CH2:9][C:10]2[CH:15]=[CH:14][C:13]([O:16][CH3:17])=[CH:12][CH:11]=2)=[N:6][CH:7]=1.O.[CH3:27][N:28](C=O)C, predict the reaction product. The product is: [Cl:25][C:23]1[CH:22]=[CH:21][C:19]2[S:20][C:3]3[C:2]([C:27]#[N:28])=[CH:7][N:6]=[C:5]([NH:8][CH2:9][C:10]4[CH:15]=[CH:14][C:13]([O:16][CH3:17])=[CH:12][CH:11]=4)[C:4]=3[C:18]=2[CH:24]=1. (7) The product is: [C:13]1([S:19][C:2]2[CH:3]=[C:4]3[C:9](=[CH:10][CH:11]=2)[C:8](=[O:12])[CH2:7][CH2:6][CH2:5]3)[CH:18]=[CH:17][CH:16]=[CH:15][CH:14]=1. Given the reactants F[C:2]1[CH:3]=[C:4]2[C:9](=[CH:10][CH:11]=1)[C:8](=[O:12])[CH2:7][CH2:6][CH2:5]2.[C:13]1([SH:19])[CH:18]=[CH:17][CH:16]=[CH:15][CH:14]=1.C([O-])([O-])=O.[K+].[K+].O, predict the reaction product. (8) Given the reactants [CH3:1][O:2][C:3]1[N:8]=[CH:7][C:6]([CH:9]=O)=[CH:5][N:4]=1.C([O:13][C:14](=[O:19])[CH2:15]C(C)=O)C.N1CCCCC1.[OH-:26].[Na+].C[CH:29]([OH:31])[CH3:30], predict the reaction product. The product is: [C:29]([CH2:30][CH:9]([C:6]1[CH:7]=[N:8][C:3]([O:2][CH3:1])=[N:4][CH:5]=1)[CH2:15][C:14]([OH:13])=[O:19])([OH:31])=[O:26].